From a dataset of TCR-epitope binding with 47,182 pairs between 192 epitopes and 23,139 TCRs. Binary Classification. Given a T-cell receptor sequence (or CDR3 region) and an epitope sequence, predict whether binding occurs between them. (1) The TCR CDR3 sequence is CASSFWRETQYF. Result: 0 (the TCR does not bind to the epitope). The epitope is IPSINVHHY. (2) Result: 0 (the TCR does not bind to the epitope). The TCR CDR3 sequence is CASSQDLVESSYNEQFF. The epitope is EPLPQGQLTAY. (3) The epitope is YIFFASFYY. The TCR CDR3 sequence is CASSSKQGEAFF. Result: 1 (the TCR binds to the epitope). (4) The epitope is NLSALGIFST. The TCR CDR3 sequence is CASSLNYGLNEKLFF. Result: 0 (the TCR does not bind to the epitope). (5) The epitope is KTSVDCTMYI. The TCR CDR3 sequence is CASSSGTSGSSETQYF. Result: 1 (the TCR binds to the epitope).